This data is from Forward reaction prediction with 1.9M reactions from USPTO patents (1976-2016). The task is: Predict the product of the given reaction. (1) The product is: [F:29][C:30]([F:35])([F:34])[C:31]([OH:33])=[O:32].[F:28][C:25]1[CH:26]=[CH:27][C:22]([O:21][C:17]2[CH:18]=[CH:19][CH:20]=[C:15]([CH:14]=[C:11]3[CH2:10][CH2:9][NH:8][CH2:13][CH2:12]3)[CH:16]=2)=[N:23][CH:24]=1. Given the reactants C(OC([N:8]1[CH2:13][CH2:12][C:11](=[CH:14][C:15]2[CH:20]=[CH:19][CH:18]=[C:17]([O:21][C:22]3[CH:27]=[CH:26][C:25]([F:28])=[CH:24][N:23]=3)[CH:16]=2)[CH2:10][CH2:9]1)=O)(C)(C)C.[F:29][C:30]([F:35])([F:34])[C:31]([OH:33])=[O:32], predict the reaction product. (2) Given the reactants Br[C:2]1[CH:3]=[CH:4][C:5]2[O:9][CH:8]=[CH:7][C:6]=2[CH:10]=1.C(=O)([O-])[O-].[Cs+].[Cs+].[C:17]([NH:25][C:26]1[CH:38]=[C:37]([CH:39]=[CH2:40])[CH:36]=[CH:35][C:27]=1[C:28]([O:30]C(C)(C)C)=[O:29])(=[O:24])[C:18]1[CH:23]=[CH:22][CH:21]=[CH:20][CH:19]=1.C(O)(=O)CC(CC(O)=O)(C(O)=O)O, predict the reaction product. The product is: [C:17]([NH:25][C:26]1[CH:38]=[C:37]([CH2:39][CH2:40][C:2]2[CH:3]=[CH:4][C:5]3[O:9][CH:8]=[CH:7][C:6]=3[CH:10]=2)[CH:36]=[CH:35][C:27]=1[C:28]([OH:30])=[O:29])(=[O:24])[C:18]1[CH:19]=[CH:20][CH:21]=[CH:22][CH:23]=1.